From a dataset of Forward reaction prediction with 1.9M reactions from USPTO patents (1976-2016). Predict the product of the given reaction. Given the reactants CS(O[CH2:6][CH2:7][C:8]1[CH:22]=[CH:21][C:11]([O:12][CH2:13][C:14]([O:16][C:17]([CH3:20])([CH3:19])[CH3:18])=[O:15])=[CH:10][CH:9]=1)(=O)=O.[SH:23][C:24]1[CH:33]=[CH:32][CH:31]=[CH:30][C:25]=1[C:26]([O:28][CH3:29])=[O:27].C(=O)([O-])[O-].[K+].[K+].CCOC(C)=O, predict the reaction product. The product is: [C:17]([O:16][C:14](=[O:15])[CH2:13][O:12][C:11]1[CH:10]=[CH:9][C:8]([CH2:7][CH2:6][S:23][C:24]2[CH:33]=[CH:32][CH:31]=[CH:30][C:25]=2[C:26]([O:28][CH3:29])=[O:27])=[CH:22][CH:21]=1)([CH3:18])([CH3:19])[CH3:20].